This data is from Retrosynthesis with 50K atom-mapped reactions and 10 reaction types from USPTO. The task is: Predict the reactants needed to synthesize the given product. Given the product CCC[C@@H](C)C[C@H](CO)CC(=O)OC(C)(C)C, predict the reactants needed to synthesize it. The reactants are: CCC[C@@H](C)C[C@@H](CC(=O)OC(C)(C)C)C(=O)O.